Dataset: NCI-60 drug combinations with 297,098 pairs across 59 cell lines. Task: Regression. Given two drug SMILES strings and cell line genomic features, predict the synergy score measuring deviation from expected non-interaction effect. (1) Drug 1: CC1=C2C(C(=O)C3(C(CC4C(C3C(C(C2(C)C)(CC1OC(=O)C(C(C5=CC=CC=C5)NC(=O)OC(C)(C)C)O)O)OC(=O)C6=CC=CC=C6)(CO4)OC(=O)C)OC)C)OC. Drug 2: C1=NC(=NC(=O)N1C2C(C(C(O2)CO)O)O)N. Cell line: HCT116. Synergy scores: CSS=80.1, Synergy_ZIP=19.5, Synergy_Bliss=19.5, Synergy_Loewe=7.08, Synergy_HSA=22.9. (2) Drug 1: COC1=C(C=C2C(=C1)N=CN=C2NC3=CC(=C(C=C3)F)Cl)OCCCN4CCOCC4. Drug 2: CC(C1=C(C=CC(=C1Cl)F)Cl)OC2=C(N=CC(=C2)C3=CN(N=C3)C4CCNCC4)N. Cell line: LOX IMVI. Synergy scores: CSS=10.1, Synergy_ZIP=-5.26, Synergy_Bliss=-3.24, Synergy_Loewe=-7.70, Synergy_HSA=-1.12. (3) Drug 1: CC1=CC=C(C=C1)C2=CC(=NN2C3=CC=C(C=C3)S(=O)(=O)N)C(F)(F)F. Drug 2: C1=NC2=C(N=C(N=C2N1C3C(C(C(O3)CO)O)F)Cl)N. Cell line: UACC-257. Synergy scores: CSS=-1.88, Synergy_ZIP=-0.0447, Synergy_Bliss=-2.57, Synergy_Loewe=-3.13, Synergy_HSA=-3.02.